This data is from Catalyst prediction with 721,799 reactions and 888 catalyst types from USPTO. The task is: Predict which catalyst facilitates the given reaction. (1) Reactant: [F:1][C:2]1[CH:11]=[CH:10][CH:9]=[C:8]2[C:3]=1[C:4]([OH:13])=[CH:5][C:6](=[O:12])[S:7]2.C(N(CC)CC)C.[CH2:21]([O:23][C:24](=[O:29])[CH2:25][N:26]=[C:27]=[O:28])[CH3:22]. Product: [CH2:21]([O:23][C:24](=[O:29])[CH2:25][NH:26][C:27]([C:5]1[C:6](=[O:12])[S:7][C:8]2[C:3]([C:4]=1[OH:13])=[C:2]([F:1])[CH:11]=[CH:10][CH:9]=2)=[O:28])[CH3:22]. The catalyst class is: 2. (2) Product: [CH3:1][O:2][C:3](=[O:17])[C:4]1[CH:9]=[CH:8][C:7]([CH2:10][NH:11][CH:12]=[O:13])=[N:6][C:5]=1[Cl:16]. The catalyst class is: 5. Reactant: [CH3:1][O:2][C:3](=[O:17])[C:4]1[CH:9]=[CH:8][C:7]([CH2:10][N:11](C=O)[CH:12]=[O:13])=[N:6][C:5]=1[Cl:16].O.C(O)=O. (3) Reactant: [CH:1]([C:4]1[C:8]([CH2:9][CH2:10][CH2:11][OH:12])=[CH:7][N:6]([C:13]2[N:14]=[N:15][C:16]([C:19]([F:22])([F:21])[F:20])=[CH:17][CH:18]=2)[N:5]=1)([CH3:3])[CH3:2].O[C:24]1[C:29]([O:30][CH3:31])=[CH:28][CH:27]=[CH:26][C:25]=1[CH2:32][C:33]([O:35]C)=[O:34].C(P(CCCC)CCCC)CCC.N(C(N1CCCCC1)=O)=NC(N1CCCCC1)=O. Product: [CH:1]([C:4]1[C:8]([CH2:9][CH2:10][CH2:11][O:12][C:24]2[C:29]([O:30][CH3:31])=[CH:28][CH:27]=[CH:26][C:25]=2[CH2:32][C:33]([OH:35])=[O:34])=[CH:7][N:6]([C:13]2[N:14]=[N:15][C:16]([C:19]([F:21])([F:20])[F:22])=[CH:17][CH:18]=2)[N:5]=1)([CH3:3])[CH3:2]. The catalyst class is: 7. (4) Reactant: [N:1]1([C:7]2[C:8]3[NH:23][CH:22]=[CH:21][C:9]=3[N:10]=[C:11]([C:13]3[CH:14]=[C:15]([CH2:19][OH:20])[CH:16]=[CH:17][CH:18]=3)[N:12]=2)[CH2:6][CH2:5][O:4][CH2:3][CH2:2]1.[CH2:24]=O.[NH:26]1[CH2:30][CH2:29][CH2:28][CH2:27]1. Product: [N:1]1([C:7]2[C:8]3[NH:23][CH:22]=[C:21]([CH2:24][N:26]4[CH2:30][CH2:29][CH2:28][CH2:27]4)[C:9]=3[N:10]=[C:11]([C:13]3[CH:14]=[C:15]([CH2:19][OH:20])[CH:16]=[CH:17][CH:18]=3)[N:12]=2)[CH2:6][CH2:5][O:4][CH2:3][CH2:2]1. The catalyst class is: 15. (5) Reactant: [N:1]1([C:10]2[C:15]([Cl:16])=[CH:14][N:13]=[C:12]([NH:17][C@H:18]3[CH2:23][CH2:22][C@H:21]([C:24]([OH:26])=O)[CH2:20][CH2:19]3)[N:11]=2)[C:5]2[CH:6]=[CH:7][CH:8]=[CH:9][C:4]=2[N:3]=[N:2]1.[CH2:27]([NH2:29])[CH3:28].F[P-](F)(F)(F)(F)F.N1(O[P+](N(C)C)(N(C)C)N(C)C)C2C=CC=CC=2N=N1.CCN(C(C)C)C(C)C. Product: [CH2:27]([NH:29][C:24]([C@H:21]1[CH2:22][CH2:23][C@H:18]([NH:17][C:12]2[N:11]=[C:10]([N:1]3[C:5]4[CH:6]=[CH:7][CH:8]=[CH:9][C:4]=4[N:3]=[N:2]3)[C:15]([Cl:16])=[CH:14][N:13]=2)[CH2:19][CH2:20]1)=[O:26])[CH3:28]. The catalyst class is: 1. (6) Reactant: [CH3:1][N:2]1[C:10]2[C:5](=[CH:6][C:7]([N+:11]([O-])=O)=[CH:8][CH:9]=2)[CH2:4][CH2:3]1.O.NN. Product: [CH3:1][N:2]1[C:10]2[C:5](=[CH:6][C:7]([NH2:11])=[CH:8][CH:9]=2)[CH2:4][CH2:3]1. The catalyst class is: 470. (7) Reactant: [O:1]=[C:2]1[C:10]2[C:5](=CC=[CH:8][CH:9]=2)[C:4](=O)[N:3]1[CH2:12][C:13]1[CH:18]=[CH:17][C:16]([N:19]2[CH2:24][CH2:23][N:22]([CH:25]([C:33]3[CH:38]=[CH:37][CH:36]=[CH:35][CH:34]=3)[C:26]([N:28]([CH2:31][CH3:32])[CH2:29][CH3:30])=[O:27])[CH2:21][CH2:20]2)=[C:15]([F:39])[CH:14]=1.NN. Product: [CH2:31]([N:28]([CH2:29][CH3:30])[C:26]([CH:25]([C:33]1[CH:34]=[CH:35][CH:36]=[CH:37][CH:38]=1)[N:22]1[CH2:21][CH2:20][N:19]([C:16]2[CH:17]=[CH:18][C:13]([CH2:12][NH:3][C:2](=[O:1])[CH:10]([CH2:5][CH3:4])[CH2:9][CH3:8])=[CH:14][C:15]=2[F:39])[CH2:24][CH2:23]1)=[O:27])[CH3:32]. The catalyst class is: 8. (8) Reactant: [OH-].[K+].[Cl:3][C:4]1[CH:5]=[C:6]2[C:10](=[CH:11][CH:12]=1)[NH:9][CH:8]=[CH:7]2.Br[CH2:14][CH2:15][C:16]([O:18]C)=[O:17]. Product: [Cl:3][C:4]1[CH:5]=[C:6]2[C:10](=[CH:11][CH:12]=1)[N:9]([CH2:14][CH2:15][C:16]([OH:18])=[O:17])[CH:8]=[CH:7]2. The catalyst class is: 58. (9) Reactant: C(OC(=O)[NH:7][C:8]1[CH:13]=[C:12]([C:14]2[CH:19]=[C:18]([Cl:20])[CH:17]=[CH:16][C:15]=2[O:21][CH3:22])[CH:11]=[C:10]([NH:23]C(OC(C)(C)C)=O)[N:9]=1)(C)(C)C.[F:32][C:33]([F:38])([F:37])[C:34]([OH:36])=[O:35]. Product: [F:32][C:33]([F:38])([F:37])[C:34]([OH:36])=[O:35].[Cl:20][C:18]1[CH:17]=[CH:16][C:15]([O:21][CH3:22])=[C:14]([C:12]2[CH:13]=[C:8]([NH2:7])[N:9]=[C:10]([NH2:23])[CH:11]=2)[CH:19]=1. The catalyst class is: 4. (10) Reactant: [CH3:1][C:2]([C:5]1[CH:10]=[C:9]([CH2:11]Br)[CH:8]=[C:7]([C:13]([CH3:16])([CH3:15])[CH3:14])[C:6]=1[OH:17])([CH3:4])[CH3:3].C(=O)([O-])[O-].[K+].[K+].[N+:24]([C:27]1[CH:32]=[CH:31][C:30]([N:33]2[CH2:38][CH2:37][NH:36][CH2:35][CH2:34]2)=[CH:29][CH:28]=1)([O-:26])=[O:25]. Product: [CH3:1][C:2]([C:5]1[CH:10]=[C:9]([CH2:11][N:36]2[CH2:37][CH2:38][N:33]([C:30]3[CH:29]=[CH:28][C:27]([N+:24]([O-:26])=[O:25])=[CH:32][CH:31]=3)[CH2:34][CH2:35]2)[CH:8]=[C:7]([C:13]([CH3:16])([CH3:15])[CH3:14])[C:6]=1[OH:17])([CH3:4])[CH3:3]. The catalyst class is: 174.